This data is from Forward reaction prediction with 1.9M reactions from USPTO patents (1976-2016). The task is: Predict the product of the given reaction. Given the reactants [ClH:1].CO[C:4]1[CH:9]=[CH:8][C:7]([C:10]2([C:13](=[NH:17])[O:14][CH2:15][CH3:16])[CH2:12][CH2:11]2)=[CH:6][CH:5]=1.[CH3:18][O:19]C1C=CC=CC=1C1(C#N)CC1, predict the reaction product. The product is: [ClH:1].[CH3:18][O:19][C:6]1[CH:5]=[CH:4][CH:9]=[CH:8][C:7]=1[C:10]1([C:13](=[NH:17])[O:14][CH2:15][CH3:16])[CH2:11][CH2:12]1.